Dataset: Catalyst prediction with 721,799 reactions and 888 catalyst types from USPTO. Task: Predict which catalyst facilitates the given reaction. (1) Reactant: [CH2:1]1[C:9]2[C:4](=[CH:5][C:6]([CH:10]([OH:13])CO)=[CH:7][CH:8]=2)[CH2:3][CH2:2]1.I(O)(=O)(=O)=O.C(O)C. Product: [CH2:1]1[C:9]2[C:4](=[CH:5][C:6]([CH:10]=[O:13])=[CH:7][CH:8]=2)[CH2:3][CH2:2]1. The catalyst class is: 6. (2) The catalyst class is: 12. Product: [C:1]([NH:7][C:8](=[O:30])[NH:9][C:10]1[N:15]=[CH:14][C:13]([O:16][C:17]2[CH:22]=[CH:21][N:20]=[C:19]([NH:23][C:24]([N:32]3[CH2:35][CH2:34][CH2:33]3)=[O:25])[CH:18]=2)=[CH:12][CH:11]=1)(=[O:6])[C:2]([CH3:4])([CH3:3])[CH3:5]. Reactant: [C:1]([NH:7][C:8](=[O:30])[NH:9][C:10]1[N:15]=[CH:14][C:13]([O:16][C:17]2[CH:22]=[CH:21][N:20]=[C:19]([NH:23][C:24](=O)[O:25]C(C)=C)[CH:18]=2)=[CH:12][CH:11]=1)(=[O:6])[C:2]([CH3:5])([CH3:4])[CH3:3].Cl.[NH:32]1[CH2:35][CH2:34][CH2:33]1.CN1CCCC1. (3) Reactant: Cl.[OH:2]C1N=CC(NC(C2C=CC=CN=2)=O)=CC=1.[CH3:18][N:19]([C:23]1[CH:28]=[CH:27][CH:26]=[CH:25][CH:24]=1)[C:20](Cl)=[O:21].N12CCN(CC1)CC2.O. Product: [CH3:18][N:19]([C:23]1[CH:28]=[CH:27][CH:26]=[CH:25][CH:24]=1)[C:20](=[O:2])[OH:21]. The catalyst class is: 204. (4) Reactant: Cl[CH2:2][C:3]1[C:4]([CH:20]2[CH2:22][CH2:21]2)=[N:5][C:6]([C:9]2[CH:14]=[CH:13][C:12]([O:15][C:16]([F:19])([F:18])[F:17])=[CH:11][CH:10]=2)=[N:7][CH:8]=1.[CH2:23]([O:25][C:26](=[O:42])[C:27]([O:30][C:31]1[CH:36]=[CH:35][C:34]([S:37]C(=O)C)=[CH:33][C:32]=1[CH3:41])([CH3:29])[CH3:28])[CH3:24].CO.C([O-])([O-])=O.[Cs+].[Cs+]. Product: [CH2:23]([O:25][C:26](=[O:42])[C:27]([O:30][C:31]1[CH:36]=[CH:35][C:34]([S:37][CH2:2][C:3]2[C:4]([CH:20]3[CH2:22][CH2:21]3)=[N:5][C:6]([C:9]3[CH:14]=[CH:13][C:12]([O:15][C:16]([F:19])([F:18])[F:17])=[CH:11][CH:10]=3)=[N:7][CH:8]=2)=[CH:33][C:32]=1[CH3:41])([CH3:28])[CH3:29])[CH3:24]. The catalyst class is: 10. (5) Reactant: C([S-])C.[Na+].[C:5]([O:9][C:10]([N:12]1[CH2:16][CH2:15][C@@H:14]([C:17]2[CH:22]=[CH:21][C:20]([Br:23])=[CH:19][C:18]=2[O:24]C)[CH2:13]1)=[O:11])([CH3:8])([CH3:7])[CH3:6].OS([O-])(=O)=O.[K+].[O-]S([O-])(=O)=O.[Na+].[Na+].O. Product: [C:5]([O:9][C:10]([N:12]1[CH2:16][CH2:15][C@@H:14]([C:17]2[CH:22]=[CH:21][C:20]([Br:23])=[CH:19][C:18]=2[OH:24])[CH2:13]1)=[O:11])([CH3:8])([CH3:6])[CH3:7]. The catalyst class is: 3.